From a dataset of Reaction yield outcomes from USPTO patents with 853,638 reactions. Predict the reaction yield, written as a fraction of the theoretical maximum amount of product (1.0 means a 100% yield; for example, 0.34 means a 34% yield). The yield is 0.690. The reactants are [C:1]([O:5][C:6]([N:8]1[CH:17]([CH:18]([OH:22])[CH:19]([OH:21])[CH3:20])[CH2:16][NH:15][C:14]2[NH:13][C:12]([N:23]=[CH:24][N:25]([CH3:27])[CH3:26])=[N:11][C:10](=[O:28])[C:9]1=2)=[O:7])([CH3:4])([CH3:3])[CH3:2].[C:29]([N:36]1[CH2:43][CH2:42][CH2:41][C@H:37]1[C:38](O)=[O:39])([O:31][C:32]([CH3:35])([CH3:34])[CH3:33])=[O:30]. The product is [C:32]([O:31][C:29]([N:36]1[CH2:43][CH2:42][CH2:41][CH:37]1[C:38]([O:21][CH:19]([CH3:20])[CH:18]([CH:17]1[CH2:16][NH:15][C:14]2[N:13]=[C:12]([N:23]=[CH:24][N:25]([CH3:26])[CH3:27])[NH:11][C:10](=[O:28])[C:9]=2[N:8]1[C:6]([O:5][C:1]([CH3:4])([CH3:3])[CH3:2])=[O:7])[OH:22])=[O:39])=[O:30])([CH3:35])([CH3:34])[CH3:33]. No catalyst specified.